From a dataset of NCI-60 drug combinations with 297,098 pairs across 59 cell lines. Regression. Given two drug SMILES strings and cell line genomic features, predict the synergy score measuring deviation from expected non-interaction effect. (1) Drug 1: CN1C2=C(C=C(C=C2)N(CCCl)CCCl)N=C1CCCC(=O)O.Cl. Drug 2: COCCOC1=C(C=C2C(=C1)C(=NC=N2)NC3=CC=CC(=C3)C#C)OCCOC.Cl. Cell line: SR. Synergy scores: CSS=3.62, Synergy_ZIP=-1.13, Synergy_Bliss=3.01, Synergy_Loewe=1.97, Synergy_HSA=2.39. (2) Drug 1: C1C(C(OC1N2C=C(C(=O)NC2=O)F)CO)O. Drug 2: CC12CCC3C(C1CCC2OP(=O)(O)O)CCC4=C3C=CC(=C4)OC(=O)N(CCCl)CCCl.[Na+]. Cell line: HCC-2998. Synergy scores: CSS=39.9, Synergy_ZIP=5.26, Synergy_Bliss=6.48, Synergy_Loewe=-14.6, Synergy_HSA=3.87. (3) Drug 1: CC1=CC2C(CCC3(C2CCC3(C(=O)C)OC(=O)C)C)C4(C1=CC(=O)CC4)C. Drug 2: CC(C)(C#N)C1=CC(=CC(=C1)CN2C=NC=N2)C(C)(C)C#N. Cell line: SK-OV-3. Synergy scores: CSS=-0.364, Synergy_ZIP=-1.17, Synergy_Bliss=-2.12, Synergy_Loewe=-1.58, Synergy_HSA=-1.52. (4) Drug 1: C1CCC(C1)C(CC#N)N2C=C(C=N2)C3=C4C=CNC4=NC=N3. Drug 2: CC1C(C(CC(O1)OC2CC(CC3=C2C(=C4C(=C3O)C(=O)C5=C(C4=O)C(=CC=C5)OC)O)(C(=O)C)O)N)O.Cl. Cell line: HL-60(TB). Synergy scores: CSS=19.5, Synergy_ZIP=5.11, Synergy_Bliss=6.79, Synergy_Loewe=-60.6, Synergy_HSA=-1.06. (5) Drug 1: CNC(=O)C1=CC=CC=C1SC2=CC3=C(C=C2)C(=NN3)C=CC4=CC=CC=N4. Drug 2: CCC1=CC2CC(C3=C(CN(C2)C1)C4=CC=CC=C4N3)(C5=C(C=C6C(=C5)C78CCN9C7C(C=CC9)(C(C(C8N6C)(C(=O)OC)O)OC(=O)C)CC)OC)C(=O)OC.C(C(C(=O)O)O)(C(=O)O)O. Cell line: KM12. Synergy scores: CSS=60.6, Synergy_ZIP=10.6, Synergy_Bliss=10.2, Synergy_Loewe=9.52, Synergy_HSA=13.3.